From a dataset of Retrosynthesis with 50K atom-mapped reactions and 10 reaction types from USPTO. Predict the reactants needed to synthesize the given product. (1) Given the product O=[N+]([O-])c1cnc2c(c1)CNCC2, predict the reactants needed to synthesize it. The reactants are: CC(C)(C)OC(=O)N1CCc2ncc([N+](=O)[O-])cc2C1. (2) The reactants are: Cc1csc2nc(-c3ccncc3)nc(Cl)c12.NCCc1ccc2c(c1)OCCO2. Given the product Cc1csc2nc(-c3ccncc3)nc(NCCc3ccc4c(c3)OCCO4)c12, predict the reactants needed to synthesize it. (3) Given the product CCOC(=O)/C=C(\C)c1ccc2cc(C)ccc2c1, predict the reactants needed to synthesize it. The reactants are: CC(=O)c1ccc2cc(C)ccc2c1.CCOC(=O)CP(=O)(OCC)OCC. (4) Given the product O=Cc1c(Cl)nc(-c2ccccc2)n1Cc1ccc(Br)cc1Cl, predict the reactants needed to synthesize it. The reactants are: Clc1cc(Br)ccc1CBr.O=Cc1[nH]c(-c2ccccc2)nc1Cl. (5) Given the product CCOC(=O)C1(c2ccc(-c3ccc(-c4onc(C)c4Nc4cccc(S(=O)c5ccccc5)n4)cc3)cc2)CC1, predict the reactants needed to synthesize it. The reactants are: CCOC(=O)C1(c2ccc(-c3ccc(-c4onc(C)c4N)cc3)cc2)CC1.O=S(c1ccccc1)c1cccc(Br)n1. (6) Given the product CCOC(=O)C(F)(F)c1cccc(C(C)(C)O)c1, predict the reactants needed to synthesize it. The reactants are: CC(C)(O)c1cccc(I)c1.CCOC(=O)C(F)(F)Br. (7) Given the product O=C(OCc1ccccc1)N1CC=CC1, predict the reactants needed to synthesize it. The reactants are: C=CCN(CC=C)C(=O)OCc1ccccc1. (8) Given the product COc1ccc(-n2nc(C(=O)NC(C)(C)C)cc2-c2cccnn2)cn1, predict the reactants needed to synthesize it. The reactants are: CC(C)(C)N.COc1ccc(-n2nc(C(=O)[O-])cc2-c2cccnn2)cn1. (9) Given the product Cc1cccc(CCC(=O)OC(C)(C)C)c1/C=N/[S@@](=O)C(C)(C)C, predict the reactants needed to synthesize it. The reactants are: CC(C)(C)[S@@](N)=O.Cc1cccc(CCC(=O)OC(C)(C)C)c1C=O. (10) Given the product O=C(O)C[C@@H]1Cc2cc(Br)c3[nH]nc(Cl)c3c2CN(CC(F)(F)F)C1=O, predict the reactants needed to synthesize it. The reactants are: COC(=O)C[C@@H]1Cc2cc(Br)c3[nH]nc(Cl)c3c2CN(CC(F)(F)F)C1=O.